The task is: Predict the reaction yield, written as a fraction of the theoretical maximum amount of product (1.0 means a 100% yield; for example, 0.34 means a 34% yield).. This data is from Reaction yield outcomes from USPTO patents with 853,638 reactions. The reactants are Cl[CH2:2][CH2:3][CH2:4][N:5]1[CH2:10][CH2:9][S:8][C:7]2[CH:11]=[C:12]([N+:15]([O-:17])=[O:16])[CH:13]=[CH:14][C:6]1=2.[NH:18]1[CH2:22][CH2:21][CH2:20][CH2:19]1.C(=O)([O-])[O-].[K+].[K+].[I-].[K+]. The catalyst is C(#N)C.O. The product is [N+:15]([C:12]1[CH:13]=[CH:14][C:6]2[N:5]([CH2:4][CH2:3][CH2:2][N:18]3[CH2:22][CH2:21][CH2:20][CH2:19]3)[CH2:10][CH2:9][S:8][C:7]=2[CH:11]=1)([O-:17])=[O:16]. The yield is 0.940.